From a dataset of Forward reaction prediction with 1.9M reactions from USPTO patents (1976-2016). Predict the product of the given reaction. (1) The product is: [ClH:18].[NH:20]1[C:21]2[CH:27]=[CH:26][CH:25]=[CH:24][C:22]=2[N:23]=[C:19]1[C:14]1[CH:13]=[C:12]([N:8]2[CH2:9][CH2:10][CH2:11][C@@H:6]([C:4]([OH:5])=[O:3])[CH2:7]2)[CH:17]=[CH:16][C:15]=1[Cl:18]. Given the reactants C([O:3][C:4]([C@@H:6]1[CH2:11][CH2:10][CH2:9][N:8]([C:12]2[CH:17]=[CH:16][C:15]([Cl:18])=[C:14]([C:19]3[NH:23][C:22]4[CH:24]=[CH:25][CH:26]=[CH:27][C:21]=4[N:20]=3)[CH:13]=2)[CH2:7]1)=[O:5])C, predict the reaction product. (2) Given the reactants F[C:2]1[CH:3]=[C:4](B(O)O)[CH:5]=[N:6][CH:7]=1.FC(F)(F)[C:13]1[N:18]=[CH:17][C:16](B(O)O)=[CH:15][CH:14]=1.CO[C:26]1N=CC(B(O)O)=C[CH:27]=1.F[C:36]1[CH:41]=[CH:40][CH:39]=[CH:38][C:37]=1B(O)O.C1(B(O)O)C=CC=CC=1.[N:54]1C=CC=C(B(O)O)C=1, predict the reaction product. The product is: [C:36]1([C:26]#[C:27][C:7]2[N:6]=[C:5]([NH2:54])[CH:4]=[C:3]([C:15]3[CH:14]=[CH:13][N:18]=[CH:17][CH:16]=3)[CH:2]=2)[CH:41]=[CH:40][CH:39]=[CH:38][CH:37]=1. (3) Given the reactants [NH:1](C(OCC1C2C(=CC=CC=2)C2C1=CC=CC=2)=O)[CH2:2][CH2:3][C:4]([NH:6][C@H:7]([C:12]([NH:14][C@H:15]([C:17]([NH:19][C@H:20]([C:25]([OH:27])=[O:26])[CH2:21][CH:22]([CH3:24])[CH3:23])=[O:18])[CH3:16])=[O:13])[C@H:8]([CH2:10][CH3:11])[CH3:9])=[O:5].CN(C=O)C.[CH2:50](Br)[C:51]1[CH:56]=[CH:55][CH:54]=[CH:53][CH:52]=1.C(=O)([O-])[O-].[Cs+].[Cs+], predict the reaction product. The product is: [NH2:1][CH2:2][CH2:3][C:4]([NH:6][C@H:7]([C:12]([NH:14][C@H:15]([C:17]([NH:19][C@H:20]([C:25]([O:27][CH2:50][C:51]1[CH:56]=[CH:55][CH:54]=[CH:53][CH:52]=1)=[O:26])[CH2:21][CH:22]([CH3:24])[CH3:23])=[O:18])[CH3:16])=[O:13])[C@H:8]([CH2:10][CH3:11])[CH3:9])=[O:5]. (4) Given the reactants CC(C)([O-])C.[K+].[N+:7]([CH2:9][C:10]([O:12][CH2:13][CH3:14])=[O:11])#[C-:8].[CH3:15][CH:16]([N:23]=[C:24]=[S:25])[C:17]1[CH:22]=[CH:21][CH:20]=[CH:19][CH:18]=1.C(O)(=O)C, predict the reaction product. The product is: [CH2:13]([O:12][C:10]([C:9]1[N:7]=[CH:8][S:25][C:24]=1[NH:23][CH:16]([C:17]1[CH:22]=[CH:21][CH:20]=[CH:19][CH:18]=1)[CH3:15])=[O:11])[CH3:14]. (5) Given the reactants [C:1]([C:3]1[CH:8]=[CH:7][C:6]([C:9]2[CH:10]=[N:11][N:12]([C:15]3[CH:23]=[CH:22][C:18]([C:19](O)=[O:20])=[CH:17][N:16]=3)[C:13]=2[OH:14])=[C:5]([CH3:24])[C:4]=1[F:25])#[N:2].[CH:26]([N:29]1[CH2:34][CH2:33][NH:32][CH2:31][C@H:30]1[CH3:35])([CH3:28])[CH3:27], predict the reaction product. The product is: [F:25][C:4]1[C:5]([CH3:24])=[C:6]([C:9]2[CH:10]=[N:11][N:12]([C:15]3[CH:23]=[CH:22][C:18]([C:19]([N:32]4[CH2:33][CH2:34][N:29]([CH:26]([CH3:28])[CH3:27])[C@H:30]([CH3:35])[CH2:31]4)=[O:20])=[CH:17][N:16]=3)[C:13]=2[OH:14])[CH:7]=[CH:8][C:3]=1[C:1]#[N:2].